From a dataset of Reaction yield outcomes from USPTO patents with 853,638 reactions. Predict the reaction yield, written as a fraction of the theoretical maximum amount of product (1.0 means a 100% yield; for example, 0.34 means a 34% yield). (1) The reactants are [F:1][C:2]1[CH:3]=[CH:4][C:5]2[C:14](=O)[C:13](=[N:16]O)[C:12]3[N:11]=[CH:10][N:9]=[C:8]([O:18][CH3:19])[C:7]=3[C:6]=2[CH:20]=1.[CH3:21][C:22]([CH:25]=O)([CH3:24])[CH3:23].C([O-])(=O)C.[NH4+:31]. The catalyst is C(O)(=O)C. The product is [C:22]([C:25]1[NH:16][C:13]2[C:12]3[N:11]=[CH:10][N:9]=[C:8]([O:18][CH3:19])[C:7]=3[C:6]3[CH:20]=[C:2]([F:1])[CH:3]=[CH:4][C:5]=3[C:14]=2[N:31]=1)([CH3:24])([CH3:23])[CH3:21]. The yield is 0.470. (2) The reactants are [F:1][C:2]1[CH:9]=[CH:8][C:5]([CH:6]=O)=[CH:4][CH:3]=1.S([O-])([O-])(=O)=O.[Na+].[Na+].[NH2:17][C:18]1[CH:26]=[CH:25][CH:24]=[C:23]2[C:19]=1[CH2:20][O:21][C:22]2=[O:27]. The catalyst is ClCCl. The product is [F:1][C:2]1[CH:9]=[CH:8][C:5](/[CH:6]=[N:17]/[C:18]2[CH:26]=[CH:25][CH:24]=[C:23]3[C:19]=2[CH2:20][O:21][C:22]3=[O:27])=[CH:4][CH:3]=1. The yield is 0.810. (3) The reactants are C(OC([N:11]1[CH2:15][CH:14]2[CH2:16][CH:17]([CH2:19][O:20][C:21]3[CH:30]=[C:29]4[C:24]([C:25]([O:31][C:32]5[CH:37]=[CH:36][C:35]([NH:38][C:39]([NH:41][C:42](=[O:50])[CH2:43][C:44]6[CH:49]=[CH:48][CH:47]=[CH:46][CH:45]=6)=[S:40])=[CH:34][C:33]=5[F:51])=[N:26][CH:27]=[N:28]4)=[CH:23][C:22]=3[O:52][CH3:53])[CH2:18][CH:13]2[CH2:12]1)=O)C1C=CC=CC=1.[BrH:54]. The catalyst is CC(O)=O.CCOCC. The product is [BrH:54].[BrH:54].[F:51][C:33]1[CH:34]=[C:35]([NH:38][C:39]([NH:41][C:42](=[O:50])[CH2:43][C:44]2[CH:45]=[CH:46][CH:47]=[CH:48][CH:49]=2)=[S:40])[CH:36]=[CH:37][C:32]=1[O:31][C:25]1[C:24]2[C:29](=[CH:30][C:21]([O:20][CH2:19][CH:17]3[CH2:18][CH:13]4[CH2:12][NH:11][CH2:15][CH:14]4[CH2:16]3)=[C:22]([O:52][CH3:53])[CH:23]=2)[N:28]=[CH:27][N:26]=1. The yield is 1.00. (4) The reactants are [Cl:1][C:2]1[CH:7]=[C:6]([Cl:8])[CH:5]=[CH:4][C:3]=1[C@H:9]([N:11]1[C:15]2[CH:16]=[C:17]([N:20]3[CH2:25][CH2:24][NH:23][C@H:22]([CH3:26])[CH2:21]3)[CH:18]=[CH:19][C:14]=2[N:13]=[CH:12]1)[CH3:10].C(OC([N:34]1[CH2:38][CH2:37][CH2:36][C@@H:35]1[C:39](O)=[O:40])=O)(C)(C)C.CN(C(ON1N=NC2C=CC=NC1=2)=[N+](C)C)C.F[P-](F)(F)(F)(F)F.CCN(C(C)C)C(C)C. The catalyst is CN(C=O)C.C(OCC)C. The product is [Cl:1][C:2]1[CH:7]=[C:6]([Cl:8])[CH:5]=[CH:4][C:3]=1[C@H:9]([N:11]1[C:15]2[CH:16]=[C:17]([N:20]3[CH2:25][CH2:24][N:23]([C:39]([C@H:35]4[CH2:36][CH2:37][CH2:38][NH:34]4)=[O:40])[C@H:22]([CH3:26])[CH2:21]3)[CH:18]=[CH:19][C:14]=2[N:13]=[CH:12]1)[CH3:10]. The yield is 0.510.